This data is from Reaction yield outcomes from USPTO patents with 853,638 reactions. The task is: Predict the reaction yield, written as a fraction of the theoretical maximum amount of product (1.0 means a 100% yield; for example, 0.34 means a 34% yield). (1) The reactants are [C:1]([O:5][C:6]([N:8]1[CH2:15][CH:14]2[C:10]([C:27]3[CH:32]=[CH:31][CH:30]=[CH:29][CH:28]=3)([N:11]([C:16](=[S:26])[NH:17][C:18](=[O:25])[C:19]3[CH:24]=[CH:23][CH:22]=[CH:21][CH:20]=3)[O:12][CH2:13]2)[CH2:9]1)=[O:7])([CH3:4])([CH3:3])[CH3:2]. The catalyst is [Zn].C(O)(=O)C. The product is [C:18]([NH:17][C:16]([NH:11][C@:10]1([C:27]2[CH:28]=[CH:29][CH:30]=[CH:31][CH:32]=2)[C@H:14]([CH2:13][OH:12])[CH2:15][N:8]([C:6]([O:5][C:1]([CH3:4])([CH3:3])[CH3:2])=[O:7])[CH2:9]1)=[S:26])(=[O:25])[C:19]1[CH:20]=[CH:21][CH:22]=[CH:23][CH:24]=1. The yield is 0.700. (2) The reactants are [OH-].[Li+].C[O:4][C:5]([CH2:7][N:8]([C:26](=[O:35])/[CH:27]=[CH:28]/[C:29]1[CH:34]=[CH:33][CH:32]=[CH:31][CH:30]=1)[C:9]1[CH:14]=[CH:13][C:12]([O:15]C(=O)/C=C/C2C=CC=CC=2)=[CH:11][CH:10]=1)=[O:6].Cl. The catalyst is O.C1COCC1.CO. The product is [OH:15][C:12]1[CH:13]=[CH:14][C:9]([N:8]([CH2:7][C:5]([OH:6])=[O:4])[C:26](=[O:35])/[CH:27]=[CH:28]/[C:29]2[CH:34]=[CH:33][CH:32]=[CH:31][CH:30]=2)=[CH:10][CH:11]=1. The yield is 0.750. (3) The reactants are [F:1][C:2]1[CH:3]=[CH:4][CH:5]=[C:6]2[C:11]=1[C:10](=[O:12])[NH:9][N:8]=[CH:7]2.[Cl:13][C:14]1[CH:21]=[CH:20][CH:19]=[C:18](F)[C:15]=1[CH:16]=[O:17].C(=O)([O-])[O-].[Cs+].[Cs+].O. The catalyst is CN(C)C(=O)C. The product is [Cl:13][C:14]1[CH:21]=[CH:20][CH:19]=[C:18]([N:9]2[N:8]=[CH:7][C:6]3[C:11](=[C:2]([F:1])[CH:3]=[CH:4][CH:5]=3)[C:10]2=[O:12])[C:15]=1[CH:16]=[O:17]. The yield is 0.840. (4) The reactants are [Cl:1][C:2]1[C:11]2[CH2:10][CH2:9][CH:8]([CH:12]=C)[CH2:7][C:6]=2[N:5]=[CH:4][N:3]=1.[BH4-].[Na+].C[OH:17]. No catalyst specified. The product is [Cl:1][C:2]1[C:11]2[CH2:10][CH2:9][CH:8]([CH2:12][OH:17])[CH2:7][C:6]=2[N:5]=[CH:4][N:3]=1. The yield is 0.900. (5) The reactants are C(OC([N:8]1[CH2:13][CH2:12][CH:11]([O:14][C:15]2[CH:39]=[C:38]([N:40]3[CH2:44][CH2:43][CH2:42][CH2:41]3)[CH:37]=[CH:36][C:16]=2[C:17]([NH:19][C:20]2[CH:21]=[N:22][CH:23]=[CH:24][C:25]=2[C:26]([NH:28][C:29]2[CH:34]=[CH:33][C:32]([Cl:35])=[CH:31][N:30]=2)=[O:27])=[O:18])[CH2:10][CH2:9]1)=O)(C)(C)C.[F:45][C:46]([F:51])([F:50])[C:47]([OH:49])=[O:48]. The catalyst is C(Cl)Cl.C1(OC)C=CC=CC=1. The product is [F:45][C:46]([F:51])([F:50])[C:47]([OH:49])=[O:48].[Cl:35][C:32]1[CH:33]=[CH:34][C:29]([NH:28][C:26]([C:25]2[CH:24]=[CH:23][N:22]=[CH:21][C:20]=2[NH:19][C:17](=[O:18])[C:16]2[CH:36]=[CH:37][C:38]([N:40]3[CH2:41][CH2:42][CH2:43][CH2:44]3)=[CH:39][C:15]=2[O:14][CH:11]2[CH2:12][CH2:13][NH:8][CH2:9][CH2:10]2)=[O:27])=[N:30][CH:31]=1. The yield is 0.890.